This data is from Forward reaction prediction with 1.9M reactions from USPTO patents (1976-2016). The task is: Predict the product of the given reaction. The product is: [CH3:33][C:28]1([CH3:32])[O:29][CH2:30][CH2:31][N:26]([CH2:25][C:22]2[O:21][C:20]([C:4]3[CH:3]=[C:2]([C:42]4[CH:50]=[CH:49][CH:48]=[C:47]5[C:43]=4[CH:44]=[CH:45][NH:46]5)[CH:10]=[C:9]4[C:5]=3[CH:6]=[N:7][NH:8]4)=[N:24][N:23]=2)[CH2:27]1. Given the reactants Br[C:2]1[CH:10]=[C:9]2[C:5]([CH:6]=[N:7][N:8]2S(C2C=CC=CC=2)(=O)=O)=[C:4]([C:20]2[O:21][C:22]([CH2:25][N:26]3[CH2:31][CH2:30][O:29][C:28]([CH3:33])([CH3:32])[CH2:27]3)=[N:23][N:24]=2)[CH:3]=1.CC1(C)C(C)(C)OB([C:42]2[CH:50]=[CH:49][CH:48]=[C:47]3[C:43]=2[CH:44]=[CH:45][NH:46]3)O1.[O-]P([O-])([O-])=O.[K+].[K+].[K+].[OH-].[Na+], predict the reaction product.